This data is from Reaction yield outcomes from USPTO patents with 853,638 reactions. The task is: Predict the reaction yield, written as a fraction of the theoretical maximum amount of product (1.0 means a 100% yield; for example, 0.34 means a 34% yield). (1) The reactants are Br[C:2]1[C:10]2[C:9]([NH:11][C@H:12]([C:14]3[N:19]([C:20]4[CH:25]=[CH:24][CH:23]=[CH:22][CH:21]=4)[C:18](=[O:26])[C:17]4=[C:27]([CH3:30])[CH:28]=[CH:29][N:16]4[N:15]=3)[CH3:13])=[N:8][CH:7]=[N:6][C:5]=2[N:4]([CH2:31][O:32][CH2:33][CH2:34][Si:35]([CH3:38])([CH3:37])[CH3:36])[CH:3]=1.[CH3:39][O:40][C:41]1[C:46]([NH:47][S:48]([CH3:51])(=[O:50])=[O:49])=[CH:45][C:44](B2OC(C)(C)C(C)(C)O2)=[CH:43][N:42]=1.C(=O)([O-])[O-].[Na+].[Na+]. The catalyst is Cl[Pd](Cl)([P](C1C=CC=CC=1)(C1C=CC=CC=1)C1C=CC=CC=1)[P](C1C=CC=CC=1)(C1C=CC=CC=1)C1C=CC=CC=1. The product is [CH3:39][O:40][C:41]1[C:46]([NH:47][S:48]([CH3:51])(=[O:50])=[O:49])=[CH:45][C:44]([C:2]2[C:10]3[C:9]([NH:11][C@H:12]([C:14]4[N:19]([C:20]5[CH:25]=[CH:24][CH:23]=[CH:22][CH:21]=5)[C:18](=[O:26])[C:17]5=[C:27]([CH3:30])[CH:28]=[CH:29][N:16]5[N:15]=4)[CH3:13])=[N:8][CH:7]=[N:6][C:5]=3[N:4]([CH2:31][O:32][CH2:33][CH2:34][Si:35]([CH3:38])([CH3:37])[CH3:36])[CH:3]=2)=[CH:43][N:42]=1. The yield is 0.680. (2) The reactants are C(N(CC)CC)C.I[C:9]1[CH:18]=[CH:17][C:16]2[NH:15][C:14](=[O:19])[C:13]3[NH:20][CH:21]=[CH:22][C:12]=3[C:11]=2[CH:10]=1.[CH2:23]([C:25]([O-:27])=[O:26])[CH3:24].[C:28]1([C:34]#[CH:35])[CH:33]=[CH:32][CH:31]=[CH:30][CH:29]=1. The catalyst is O1CCOCC1.[Cu](I)I.Cl[Pd](Cl)([P](C1C=CC=CC=1)(C1C=CC=CC=1)C1C=CC=CC=1)[P](C1C=CC=CC=1)(C1C=CC=CC=1)C1C=CC=CC=1. The product is [O:19]=[C:14]1[C:13]2[NH:20][CH:21]=[CH:22][C:12]=2[C:11]2[CH:10]=[C:9]([C:35]#[C:34][C:28]3[CH:33]=[CH:32][CH:31]=[CH:30][CH:29]=3)[CH:18]=[CH:17][C:16]=2[NH:15]1.[CH2:23]([C:25]([O-:27])=[O:26])[CH3:24]. The yield is 0.930. (3) The reactants are [C:1]1([C:7]2[C:17]3[O:16][CH2:15][CH2:14][N:13]([C:18]([O:20][C:21]([CH3:24])([CH3:23])[CH3:22])=[O:19])[CH2:12][C:11]=3[CH:10]=[CH:9][CH:8]=2)[CH2:6][CH2:5][CH2:4][CH2:3][CH:2]=1. The catalyst is [Pd].CO. The product is [CH:1]1([C:7]2[C:17]3[O:16][CH2:15][CH2:14][N:13]([C:18]([O:20][C:21]([CH3:24])([CH3:23])[CH3:22])=[O:19])[CH2:12][C:11]=3[CH:10]=[CH:9][CH:8]=2)[CH2:2][CH2:3][CH2:4][CH2:5][CH2:6]1. The yield is 0.932. (4) The reactants are [Cl:1][C:2]1[N:7]=[C:6](Cl)[CH:5]=[CH:4][N:3]=1.[C:9]([C:11]1[CH:12]=[CH:13][C:14]([CH3:24])=[C:15]([NH:17][C:18](=[O:23])[C:19]([F:22])([F:21])[F:20])[CH:16]=1)#[CH:10]. The catalyst is C1COCC1.Cl[Pd](Cl)([P](C1C=CC=CC=1)(C1C=CC=CC=1)C1C=CC=CC=1)[P](C1C=CC=CC=1)(C1C=CC=CC=1)C1C=CC=CC=1.[Cu]I. The product is [Cl:1][C:2]1[N:7]=[C:6]([C:10]#[C:9][C:11]2[CH:12]=[CH:13][C:14]([CH3:24])=[C:15]([NH:17][C:18](=[O:23])[C:19]([F:20])([F:21])[F:22])[CH:16]=2)[CH:5]=[CH:4][N:3]=1. The yield is 0.310.